This data is from CYP2C9 inhibition data for predicting drug metabolism from PubChem BioAssay. The task is: Regression/Classification. Given a drug SMILES string, predict its absorption, distribution, metabolism, or excretion properties. Task type varies by dataset: regression for continuous measurements (e.g., permeability, clearance, half-life) or binary classification for categorical outcomes (e.g., BBB penetration, CYP inhibition). Dataset: cyp2c9_veith. The drug is CC(=O)N1CCC2(CC1)CN(Cc1ccc(C#N)cc1)C2. The result is 0 (non-inhibitor).